Task: Predict the product of the given reaction.. Dataset: Forward reaction prediction with 1.9M reactions from USPTO patents (1976-2016) (1) Given the reactants [H-].[H-].[H-].[H-].[Li+].[Al+3].[CH2:7]([N:14]1[CH2:19][CH2:18][C:17]([NH:26][C:27](=O)OC)([C:20]2[CH:21]=[N:22][CH:23]=[CH:24][CH:25]=2)[CH2:16][CH2:15]1)[C:8]1[CH:13]=[CH:12][CH:11]=[CH:10][CH:9]=1, predict the reaction product. The product is: [CH2:7]([N:14]1[CH2:15][CH2:16][C:17]([C:20]2[CH:21]=[N:22][CH:23]=[CH:24][CH:25]=2)([NH:26][CH3:27])[CH2:18][CH2:19]1)[C:8]1[CH:13]=[CH:12][CH:11]=[CH:10][CH:9]=1. (2) Given the reactants Br[C:2]1[CH:7]=[C:6]([CH3:8])[C:5]([Br:9])=[CH:4][N:3]=1.[Cu][C:11]#[N:12].[C-]#N.[Na+].O, predict the reaction product. The product is: [Br:9][C:5]1[C:6]([CH3:8])=[CH:7][C:2]([C:11]#[N:12])=[N:3][CH:4]=1.